From a dataset of Kir2.1 potassium channel HTS with 301,493 compounds. Binary Classification. Given a drug SMILES string, predict its activity (active/inactive) in a high-throughput screening assay against a specified biological target. The compound is O=C(N1CCN(CC1)CCNC(=O)C(=O)NCc1ccccc1)c1ccc(C(C)(C)C)cc1. The result is 0 (inactive).